This data is from B-cell epitopes from IEDB database with 3,159 antigens for binding position prediction. The task is: Token-level Classification. Given an antigen amino acid sequence, predict which amino acid positions are active epitope sites capable of antibody binding. Output is a list of indices for active positions. (1) Given the antigen sequence: MSKESGKWWESDDKFAKAVYQQFVEFYEKVTGTDLELIQILKDHYNISLDNPLENPSSLFDLVARIKNNLKNSPDLYSHHFQSHGQLSDHPHALSSSSSHAEPRGEDAVLSSEDLHKPGQVSVQLPGTNYVGPGNELQAGPPQSAVDSAARIHDFRYSQLAK, which amino acid positions are active epitope sites? The epitope positions are: [29, 30, 31, 32, 33, 34, 35, 36, 37, 38, 39, 40, 41]. The amino acids at these positions are: VTGTDLELIQILK. (2) Given the antigen sequence: MGVFNYETETTSVIPAARLFKAFILDGDNLFPKVAPQAISSVENIEGNGGPGTIKKISFPGGLPFKYVKDRVDEVDHTNFKYNYSVIEGGPIGDTLEKISNEIKIVATPDGGCVLKISNKYHTKGNHEVKAEQVKASKEMGETLLRAVESYLLAHSDAYN, which amino acid positions are active epitope sites? The epitope positions are: [0, 1, 2, 3, 4, 5, 6, 7, 8, 9, 10, 11, 12, 13, 14, 15, 16, 17, 18, 19... (24 total positions)]. The amino acids at these positions are: MGVFNYETETTSVIPAARLFKAFI.